This data is from Experimentally validated miRNA-target interactions with 360,000+ pairs, plus equal number of negative samples. The task is: Binary Classification. Given a miRNA mature sequence and a target amino acid sequence, predict their likelihood of interaction. (1) The miRNA is bta-miR-17-5p with sequence CAAAGUGCUUACAGUGCAGGUAGU. The protein sequence of the target gene is MMGIFLASVGFMFFSVLYVQQGLSSQAKFTELPRNVTATEGQNVEMSCAFQSGSASVYLEIQWWFLRGPEDLEQGTEAAGSQVELLPDRDPDNDGTKISTVKVQGNDISHKLQISKVRKKDEGLYECRVTDANYGELQEHKAQAYLKVNANSHARRMQAFEASPMWLQDTKPRKNASSVVPSSVHNSANQRMHSTSSPQAVAKIPKQSPQSGARIATSHGLSVLLLVCGFVKGALL. Result: 0 (no interaction). (2) The miRNA is mmu-miR-6420 with sequence ACUAAUCCUAUAAAAUCAAAC. The protein sequence of the target gene is MRAVLSQKTTPLPRYLWPGHLSGPRRLTWSWCSDHRTPTCRELGSPHPTPCTGPARGWPRRGGGPCGFTSAGHVLCGYPLCLLSGPIQGCGTGLGDSSMAFLSRTSPVAAASFQSRQEARGSILLQSCQLPPQWLSTEAWTGEWKQPHGGALTSRSPGPVAPQRPCHLKGWQHRPTQHNAACKQGQAAAQTPPRPGPPSAPPPPPKEGHQEGLVELPASFRELLTFFCTNATIHGAIRLVCSRGNRLKTTSWGLLSLGALVALCWQLGLLFERHWHRPVLMAVSVHSERKLLPLVTLCDG.... Result: 0 (no interaction). (3) The miRNA is dme-miR-11-3p with sequence CAUCACAGUCUGAGUUCUUGC. The protein sequence of the target gene is MRSLLLLVLISVCWADHHLSDSYTPPDQDRVIHIQAENGPRLLVEAEQAKVFSHRGGNVTLPCKFYRDPTAFGSGIHKIRIKWTKLTSDYLREVDVFVSMGYHKKTYGGYQGRVFLKGGSDNDASLVITDLTLEDYGRYKCEVIEGLEDDTAVVALELQGVVFPYFPRLGRYNLNFHEARQACLDQDAVIASFDQLYDAWRGGLDWCNAGWLSDGSVQYPITKPREPCGGQNTVPGVRNYGFWDKDKSRYDVFCFTSNFNGRFYYLIHPTKLTYDEAVQACLNDGAQIAKVGQIFAAWKL.... Result: 0 (no interaction). (4) The miRNA is mmu-miR-7007-3p with sequence CCCAUCCACGUUUCUUCU. The protein sequence of the target gene is MERRAAGPGWAAYERLTAEEMDEQRRQNVAYQYLCRLEEAKRWMEACLKEELPSPVELEESLRNGVLLAKLGHCFAPSVVPLKKIYDVEQLRYQATGLHFRHTDNINFWLSAIAHIGLPSTFFPETTDIYDKKNMPRVVYCIHALSLFLFRLGLAPQIHDLYGKVKFTAEELSNMASELAKYGLQLPAFSKIGGILANELSVDEAAVHAAVLAINEAVERGVVEDTLAALQNPSALLENLREPLAAVYQEMLAQAKMEKAANARNHDDRESQDIYDHYLTQAEIQGNINHVNVHGALEVV.... Result: 0 (no interaction). (5) The miRNA is mmu-miR-409-5p with sequence AGGUUACCCGAGCAACUUUGCAU. The protein sequence of the target gene is MATAMAASAAERAVLEEEFRWLLHAEVHAVLRQLQDILKEASLRFTLPGPSTEGPAKQENFILGSCGTDQVKGTLTLQGDALSQADVNLKMPRNNQLLHLAFREDKQWKLQQIQDARNHVSQAIYLLANRDESYQFKTGAEVLKLMDAVMLQLTRARSRLTTPATLTLPEIAASGLTRMFAPTLPSDLLVNVYINLNKLCLTVYQLHALQPTSTKNFRPAGGAVLHSPGAMFEWGSQRLEVSHVHKVECVIPWLNDALVYFTVSLQLCQQLKDKIAVFSSYWSSRPF. Result: 0 (no interaction).